Dataset: Catalyst prediction with 721,799 reactions and 888 catalyst types from USPTO. Task: Predict which catalyst facilitates the given reaction. Reactant: [CH3:1][O:2][C:3]1[CH:50]=[C:49]([O:51][CH3:52])[CH:48]=[C:47]([O:53][CH3:54])[C:4]=1/[CH:5]=[CH:6]/[CH:7]([S:19]([CH:21](/[CH:33]=[CH:34]/[C:35]1[C:40]([O:41][CH3:42])=[CH:39][C:38]([O:43][CH3:44])=[CH:37][C:36]=1[O:45][CH3:46])[C:22]1[CH:27]=[CH:26][C:25]([O:28][CH3:29])=[C:24]([N+:30]([O-])=O)[CH:23]=1)=[O:20])[C:8]1[CH:13]=[CH:12][C:11]([O:14][CH3:15])=[C:10]([N+:16]([O-])=O)[CH:9]=1.S(S([O-])=O)([O-])=O.[Na+].[Na+]. Product: [CH3:46][O:45][C:36]1[CH:37]=[C:38]([O:43][CH3:44])[CH:39]=[C:40]([O:41][CH3:42])[C:35]=1/[CH:34]=[CH:33]/[CH:21]([S:19]([CH:7](/[CH:6]=[CH:5]/[C:4]1[C:47]([O:53][CH3:54])=[CH:48][C:49]([O:51][CH3:52])=[CH:50][C:3]=1[O:2][CH3:1])[C:8]1[CH:13]=[CH:12][C:11]([O:14][CH3:15])=[C:10]([NH2:16])[CH:9]=1)=[O:20])[C:22]1[CH:27]=[CH:26][C:25]([O:28][CH3:29])=[C:24]([NH2:30])[CH:23]=1. The catalyst class is: 95.